Dataset: Reaction yield outcomes from USPTO patents with 853,638 reactions. Task: Predict the reaction yield, written as a fraction of the theoretical maximum amount of product (1.0 means a 100% yield; for example, 0.34 means a 34% yield). (1) The reactants are [O:1]1[CH2:6][CH2:5][CH:4]([OH:7])[CH2:3][CH2:2]1.C(N(CC)CC)C.[S:15](Cl)([CH3:18])(=[O:17])=[O:16].O. The catalyst is C(Cl)Cl. The product is [CH3:18][S:15]([O:7][CH:4]1[CH2:5][CH2:6][O:1][CH2:2][CH2:3]1)(=[O:17])=[O:16]. The yield is 0.450. (2) The reactants are [CH3:1][C:2]1[CH:7]=[C:6]([CH3:8])[CH:5]=[CH:4][C:3]=1[NH:9][CH2:10][C@@H:11]([NH2:14])[CH2:12][CH3:13].[NH2:15][C:16]1[CH:21]=[C:20]([Cl:22])[CH:19]=[C:18]([Cl:23])[C:17]=1[S:24](Cl)(=[O:26])=[O:25].C(N(CC)CC)C. The catalyst is C(Cl)Cl. The product is [NH2:15][C:16]1[CH:21]=[C:20]([Cl:22])[CH:19]=[C:18]([Cl:23])[C:17]=1[S:24]([NH:14][C@H:11]([CH2:10][NH:9][C:3]1[CH:4]=[CH:5][C:6]([CH3:8])=[CH:7][C:2]=1[CH3:1])[CH2:12][CH3:13])(=[O:26])=[O:25]. The yield is 0.570. (3) The reactants are [CH3:1][CH:2]([C:11]1[CH:12]=[C:13]([CH2:17][CH2:18][NH:19]C(OCC2C=CC=CC=2)=O)[CH:14]=[CH:15][CH:16]=1)[CH2:3][NH:4][S:5]([CH:8]([CH3:10])[CH3:9])(=[O:7])=[O:6]. The catalyst is [Pd]. The product is [NH2:19][CH2:18][CH2:17][C:13]1[CH:12]=[C:11]([CH:2]([CH3:1])[CH2:3][NH:4][S:5]([CH:8]([CH3:10])[CH3:9])(=[O:7])=[O:6])[CH:16]=[CH:15][CH:14]=1. The yield is 1.00. (4) The reactants are C1C=CC(P(C2C=CC=CC=2)C2C=CC=CC=2)=CC=1.Br[C:21]1[CH:22]=[C:23]([C:31]2[CH:36]=[CH:35][CH:34]=[C:33]([C:37]([CH3:45])([CH3:44])[O:38][SiH2:39][C:40]([CH3:43])([CH3:42])[CH3:41])[CH:32]=2)[N:24]2[C:29]=1[C:28]([NH2:30])=[N:27][CH:26]=[N:25]2.[CH2:46]([N:53]1[CH:61]=[C:60]2[C:55]([CH:56]=[C:57](B3OC(C)(C)C(C)(C)O3)[CH:58]=[CH:59]2)=[N:54]1)[C:47]1[CH:52]=[CH:51][CH:50]=[CH:49][CH:48]=1.C([O-])([O-])=O.[Na+].[Na+]. The catalyst is CC([O-])=O.CC([O-])=O.[Pd+2].O1CCOCC1.C1(C)C=CC=CC=1. The product is [CH2:46]([N:53]1[CH:61]=[C:60]2[C:55]([CH:56]=[C:57]([C:21]3[CH:22]=[C:23]([C:31]4[CH:36]=[CH:35][CH:34]=[C:33]([C:37]([CH3:45])([CH3:44])[O:38][SiH2:39][C:40]([CH3:43])([CH3:41])[CH3:42])[CH:32]=4)[N:24]4[C:29]=3[C:28]([NH2:30])=[N:27][CH:26]=[N:25]4)[CH:58]=[CH:59]2)=[N:54]1)[C:47]1[CH:52]=[CH:51][CH:50]=[CH:49][CH:48]=1. The yield is 0.660. (5) The reactants are O[C:2]1([C:23]2[CH:28]=[CH:27][CH:26]=[C:25]([CH:29]([CH3:31])[CH3:30])[CH:24]=2)[C:6]2[CH:7]=[C:8]([NH:13][C:14](=[O:20])[CH2:15][C:16]([CH3:19])([CH3:18])[CH3:17])[C:9]([CH3:12])=[C:10]([CH3:11])[C:5]=2[O:4][C:3]1([CH3:22])[CH3:21]. The catalyst is C(OCC)(=O)C.CCCCCC. The product is [CH:29]([C:25]1[CH:24]=[C:23]([CH:2]2[C:6]3[CH:7]=[C:8]([NH:13][C:14](=[O:20])[CH2:15][C:16]([CH3:19])([CH3:18])[CH3:17])[C:9]([CH3:12])=[C:10]([CH3:11])[C:5]=3[O:4][C:3]2([CH3:22])[CH3:21])[CH:28]=[CH:27][CH:26]=1)([CH3:30])[CH3:31]. The yield is 0.650. (6) The reactants are [CH2:1]([O:8][C:9]([NH:11][C:12]1[CH:27]=[CH:26][C:15]([O:16][C:17]2[CH:22]=[CH:21][N:20]=[C:19](C(O)=O)[CH:18]=2)=[C:14]([F:28])[CH:13]=1)=[O:10])[C:2]1[CH:7]=[CH:6][CH:5]=[CH:4][CH:3]=1.C([N:31]([CH2:34]C)CC)C.C1(P(N=[N+]=[N-])(C2C=CC=CC=2)=[O:43])C=CC=CC=1.[C:53]([OH:57])([CH3:56])([CH3:55])[CH3:54]. The catalyst is C(OCC)C.CCCCCC. The product is [C:53]([O:57][C:34](=[O:43])[NH:31][C:19]1[CH:18]=[C:17]([O:16][C:15]2[CH:26]=[CH:27][C:12]([NH:11][C:9]([O:8][CH2:1][C:2]3[CH:7]=[CH:6][CH:5]=[CH:4][CH:3]=3)=[O:10])=[CH:13][C:14]=2[F:28])[CH:22]=[CH:21][N:20]=1)([CH3:56])([CH3:55])[CH3:54]. The yield is 0.466. (7) The reactants are [CH3:1][C:2]1[O:6][C:5]([C:7]2[CH:12]=[CH:11][C:10]([N+:13]([O-])=O)=[CH:9][CH:8]=2)=[N:4][C:3]=1[C:16]([O:18][CH3:19])=[O:17]. The catalyst is [Pd].CO. The product is [NH2:13][C:10]1[CH:9]=[CH:8][C:7]([C:5]2[O:6][C:2]([CH3:1])=[C:3]([C:16]([O:18][CH3:19])=[O:17])[N:4]=2)=[CH:12][CH:11]=1. The yield is 0.660.